From a dataset of Reaction yield outcomes from USPTO patents with 853,638 reactions. Predict the reaction yield, written as a fraction of the theoretical maximum amount of product (1.0 means a 100% yield; for example, 0.34 means a 34% yield). (1) The reactants are [CH3:1][CH:2]([CH3:30])[CH2:3][C@H:4]([NH:22][C:23](=[O:29])[O:24]C(C)(C)C)[CH2:5][O:6][C:7]1[CH:8]=[CH:9][C:10]2[C:20]3[C:15](=[CH:16][N:17]=[C:18]([CH3:21])[CH:19]=3)[CH2:14][O:13][C:11]=2[CH:12]=1.Cl.O1CCOC[CH2:33]1. The catalyst is CO.C(#N)C. The product is [C:23]([O-:24])(=[O:29])[CH3:33].[NH4+:17].[CH3:1][CH:2]([CH3:30])[CH2:3][C@H:4]([NH2:22])[CH2:5][O:6][C:7]1[CH:8]=[CH:9][C:10]2[C:20]3[C:15](=[CH:16][N:17]=[C:18]([CH3:21])[CH:19]=3)[CH2:14][O:13][C:11]=2[CH:12]=1. The yield is 0.00100. (2) The reactants are C[N+]1(C2N=C(OC)N=C(OC)N=2)CC[O:5][CH2:4]C1.[Cl-].CN1CCO[CH2:22][CH2:21]1.[NH2:26][C@@H:27]([CH2:45][C:46]1[CH:51]=[CH:50][C:49]([O:52][CH3:53])=[CH:48][CH:47]=1)[C:28]([NH:30][C@@H:31]([CH2:38][C:39]1[CH:44]=[CH:43][CH:42]=[CH:41][CH:40]=1)[C:32]([C@@:34]1([CH3:37])[CH2:36][O:35]1)=[O:33])=[O:29].[CH3:54][N:55]([CH:57]=[O:58])C.[CH2:59](Cl)Cl. The catalyst is O.CCOC(C)=O. The product is [CH3:53][O:52][C:49]1[CH:48]=[CH:47][C:46]([CH2:45][C@H:27]([NH:26][C:4]([C@@:54]2([CH3:59])[CH2:22][CH2:21][C:57](=[O:58])[NH:55]2)=[O:5])[C:28]([NH:30][C@@H:31]([CH2:38][C:39]2[CH:44]=[CH:43][CH:42]=[CH:41][CH:40]=2)[C:32]([C@@:34]2([CH3:37])[CH2:36][O:35]2)=[O:33])=[O:29])=[CH:51][CH:50]=1. The yield is 0.170. (3) The reactants are [C:1]1([C:7]2[N:11]=[C:10]([CH2:12][CH2:13][CH2:14][C:15]([OH:17])=O)[O:9][N:8]=2)[CH:6]=[CH:5][CH:4]=[CH:3][CH:2]=1.[CH2:18]([N:23]1[C:31]2[N:30]=[CH:29][NH:28][C:27]=2[C:26](=[O:32])[NH:25]/[C:24]/1=[N:33]\[NH2:34])[CH2:19][CH2:20][CH2:21][CH3:22].F[P-](F)(F)(F)(F)F.N1(O[P+](N(C)C)(N(C)C)N(C)C)C2C=CC=CC=2N=N1.C(N(CC)CC)C. The catalyst is CN(C=O)C.O. The product is [O:32]=[C:26]1[NH:25]/[C:24](=[N:33]\[NH:34][C:15](=[O:17])[CH2:14][CH2:13][CH2:12][C:10]2[O:9][N:8]=[C:7]([C:1]3[CH:2]=[CH:3][CH:4]=[CH:5][CH:6]=3)[N:11]=2)/[N:23]([CH2:18][CH2:19][CH2:20][CH2:21][CH3:22])[C:31]2[N:30]=[CH:29][NH:28][C:27]1=2. The yield is 0.990. (4) The reactants are Br[CH2:2][CH2:3][CH2:4][O:5][C:6]1[C:11]([Cl:12])=[CH:10][C:9]([CH2:13][OH:14])=[C:8]([O:15][CH3:16])[CH:7]=1.[OH:17][C:18]([C:35]1[S:36][CH:37]=[CH:38][CH:39]=1)([C:30]1[S:31][CH:32]=[CH:33][CH:34]=1)[C:19]([O:21][C@H:22]1[CH2:27][CH2:26][C@H:25]([NH:28][CH3:29])[CH2:24][CH2:23]1)=[O:20].C(N(CC)CC)C.C1COCC1. The catalyst is C(#N)C. The product is [OH:17][C:18]([C:30]1[S:31][CH:32]=[CH:33][CH:34]=1)([C:35]1[S:36][CH:37]=[CH:38][CH:39]=1)[C:19]([O:21][C@H:22]1[CH2:23][CH2:24][C@H:25]([N:28]([CH2:2][CH2:3][CH2:4][O:5][C:6]2[CH:7]=[C:8]([O:15][CH3:16])[C:9]([CH2:13][OH:14])=[CH:10][C:11]=2[Cl:12])[CH3:29])[CH2:26][CH2:27]1)=[O:20]. The yield is 0.800. (5) The reactants are Cl[C:2]1[CH:7]=[C:6]([NH:8][C:9]2[CH:18]=[CH:17][CH:16]=[CH:15][C:10]=2[C:11]([NH:13][CH3:14])=[O:12])[C:5]([CH:19]2[CH2:21][CH2:20]2)=[CH:4][N:3]=1.[CH3:22][N:23]1[C:27]([NH2:28])=[CH:26][C:25]([CH3:29])=[N:24]1.C([O-])([O-])=O.[Cs+].[Cs+].CC1(C)C2C(=C(P(C3C=CC=CC=3)C3C=CC=CC=3)C=CC=2)OC2C(P(C3C=CC=CC=3)C3C=CC=CC=3)=CC=CC1=2. The catalyst is C1C=CC(/C=C/C(/C=C/C2C=CC=CC=2)=O)=CC=1.C1C=CC(/C=C/C(/C=C/C2C=CC=CC=2)=O)=CC=1.C1C=CC(/C=C/C(/C=C/C2C=CC=CC=2)=O)=CC=1.[Pd].[Pd].O1CCOCC1. The product is [CH:19]1([C:5]2[C:6]([NH:8][C:9]3[CH:18]=[CH:17][CH:16]=[CH:15][C:10]=3[C:11]([NH:13][CH3:14])=[O:12])=[CH:7][C:2]([NH:28][C:27]3[N:23]([CH3:22])[N:24]=[C:25]([CH3:29])[CH:26]=3)=[N:3][CH:4]=2)[CH2:21][CH2:20]1. The yield is 0.170. (6) The reactants are [CH3:1][O:2][C:3]1[CH:8]=[CH:7][C:6]([NH:9][C:10]([C:12]2[CH:17]=[CH:16][C:15]([Cl:18])=[CH:14][C:13]=2[Cl:19])=[NH:11])=[CH:5][CH:4]=1.Br[CH:21]([CH3:29])[C:22](=O)[C:23]([O:25][CH2:26][CH3:27])=[O:24].C([O-])(O)=O.[Na+]. The catalyst is CC(O)C. The product is [Cl:19][C:13]1[CH:14]=[C:15]([Cl:18])[CH:16]=[CH:17][C:12]=1[C:10]1[N:9]([C:6]2[CH:5]=[CH:4][C:3]([O:2][CH3:1])=[CH:8][CH:7]=2)[C:21]([CH3:29])=[C:22]([C:23]([O:25][CH2:26][CH3:27])=[O:24])[N:11]=1. The yield is 0.420.